This data is from Forward reaction prediction with 1.9M reactions from USPTO patents (1976-2016). The task is: Predict the product of the given reaction. Given the reactants C([O:8][P:9]([O:19][C:20]1[CH:28]=[C:27]2[C:23]([C@H:24]([CH2:71][Cl:72])[CH2:25][N:26]2[C:29](=[O:70])[CH2:30][CH2:31][CH2:32][C:33]([N:35]2[C:43]3[CH:42]=[C:41]([NH:44][C:45](=[O:63])[C@@H:46]([NH:48][C:49](=[O:62])[C@@H:50]([NH:54][C:55](=[O:61])OC(C)(C)C)[CH:51]([CH3:53])[CH3:52])[CH3:47])[C:40]4[CH:64]=[CH:65][CH:66]=[CH:67][C:39]=4[C:38]=3[C@H:37]([CH2:68][Cl:69])[CH2:36]2)=[O:34])=[C:22]2[C:73]([CH3:76])=[CH:74][S:75][C:21]=12)([O:11]CC1C=CC=CC=1)=[O:10])C1C=CC=CC=1.C(O)(C(F)(F)F)=O.[O:84]=[C:85]1[CH:89]=[CH:88][C:87](=[O:90])[N:86]1[CH2:91][CH2:92][CH2:93][CH2:94][CH2:95]C(OC1C(F)=C(F)C(F)=C(F)C=1F)=O, predict the reaction product. The product is: [P:9]([OH:8])([OH:11])([O:19][C:20]1[CH:28]=[C:27]2[C:23]([C@H:24]([CH2:71][Cl:72])[CH2:25][N:26]2[C:29](=[O:70])[CH2:30][CH2:31][CH2:32][C:33]([N:35]2[C:43]3[CH:42]=[C:41]([NH:44][C:45](=[O:63])[C@@H:46]([NH:48][C:49](=[O:62])[C@@H:50]([NH:54][C:55](=[O:61])[CH2:95][CH2:94][CH2:93][CH2:92][CH2:91][N:86]4[C:87](=[O:90])[CH:88]=[CH:89][C:85]4=[O:84])[CH:51]([CH3:52])[CH3:53])[CH3:47])[C:40]4[CH:64]=[CH:65][CH:66]=[CH:67][C:39]=4[C:38]=3[C@H:37]([CH2:68][Cl:69])[CH2:36]2)=[O:34])=[C:22]2[C:73]([CH3:76])=[CH:74][S:75][C:21]=12)=[O:10].